Predict the reaction yield, written as a fraction of the theoretical maximum amount of product (1.0 means a 100% yield; for example, 0.34 means a 34% yield). From a dataset of Reaction yield outcomes from USPTO patents with 853,638 reactions. (1) The reactants are CCN(C(C)C)C(C)C.[NH2:10][CH2:11][C:12]1([C:15]([O:17][CH2:18][CH3:19])=[O:16])[CH2:14][CH2:13]1.[CH2:20]([N:27]=[C:28]=[O:29])[C:21]1[CH:26]=[CH:25][CH:24]=[CH:23][CH:22]=1. The catalyst is C(Cl)Cl. The product is [CH2:20]([NH:27][C:28](=[O:29])[NH:10][CH2:11][C:12]1([C:15]([O:17][CH2:18][CH3:19])=[O:16])[CH2:14][CH2:13]1)[C:21]1[CH:26]=[CH:25][CH:24]=[CH:23][CH:22]=1. The yield is 1.06. (2) The reactants are [F:1][C:2]([F:15])([F:14])[C:3]1[CH:12]=[C:11]2[C:6]([CH:7]=[CH:8][C:9](O)=[N:10]2)=[CH:5][CH:4]=1.O=P(Cl)(Cl)[Cl:18]. No catalyst specified. The product is [Cl:18][C:9]1[CH:8]=[CH:7][C:6]2[C:11](=[CH:12][C:3]([C:2]([F:15])([F:14])[F:1])=[CH:4][CH:5]=2)[N:10]=1. The yield is 0.254.